Task: Predict the reactants needed to synthesize the given product.. Dataset: Full USPTO retrosynthesis dataset with 1.9M reactions from patents (1976-2016) (1) Given the product [C:8]([CH:7]([CH:13]1[CH2:14][CH2:15][N:16]([C:19]([O:21][C:22]([CH3:25])([CH3:24])[CH3:23])=[O:20])[CH2:17][CH2:18]1)[CH2:6][CH2:5][CH2:4][Cl:3])([OH:10])=[O:9], predict the reactants needed to synthesize it. The reactants are: [OH-].[Na+].[Cl:3][CH2:4][CH2:5][CH2:6][CH:7]([CH:13]1[CH2:18][CH2:17][N:16]([C:19]([O:21][C:22]([CH3:25])([CH3:24])[CH3:23])=[O:20])[CH2:15][CH2:14]1)[C:8]([O:10]CC)=[O:9].C(O)C.O. (2) Given the product [C:22]([CH:12]([C:11]1[CH:10]=[CH:9][C:8]([O:7][CH2:6][O:5][CH2:4][CH2:3][O:2][CH3:1])=[CH:21][CH:20]=1)[CH2:13][C:17]([OH:19])=[O:18])#[N:23], predict the reactants needed to synthesize it. The reactants are: [CH3:1][O:2][CH2:3][CH2:4][O:5][CH2:6][O:7][C:8]1[CH:21]=[CH:20][C:11]([CH:12]=[C:13]([C:17]([OH:19])=[O:18])C(O)=O)=[CH:10][CH:9]=1.[C-:22]#[N:23].[K+].O.C(O)(=O)CC(CC(O)=O)(C(O)=O)O. (3) The reactants are: [CH3:1][O:2][CH2:3][C:4]1[O:5][C:6]([CH3:19])=[CH:7][C:8](=[O:18])[C:9]=1[O:10][CH2:11][C:12]1[CH:17]=[CH:16][CH:15]=[CH:14][CH:13]=1.O[CH:21](C1OC(C)=CC(=O)C=1OCC1C=CC=CC=1)C. Given the product [CH3:1][O:2][CH:3]([C:4]1[O:5][C:6]([CH3:19])=[CH:7][C:8](=[O:18])[C:9]=1[O:10][CH2:11][C:12]1[CH:17]=[CH:16][CH:15]=[CH:14][CH:13]=1)[CH3:21], predict the reactants needed to synthesize it.